From a dataset of Forward reaction prediction with 1.9M reactions from USPTO patents (1976-2016). Predict the product of the given reaction. (1) Given the reactants [F:1][CH2:2][C:3]1([C:6]2[CH:7]=[C:8]([NH2:18])[N:9]([C:11]3[CH:16]=[CH:15][C:14]([CH3:17])=[CH:13][CH:12]=3)[N:10]=2)[CH2:5][CH2:4]1.[C:19](N1C=CN=C1)(N1C=CN=C1)=[O:20].[NH2:31][C:32]1[C:41]2[C:36](=[CH:37][CH:38]=[CH:39][CH:40]=2)[C:35]([O:42][CH:43]2[CH2:48][CH2:47][N:46]([C:49]([C:51]3([CH3:54])[CH2:53][CH2:52]3)=[O:50])[CH2:45][CH2:44]2)=[N:34][CH:33]=1, predict the reaction product. The product is: [F:1][CH2:2][C:3]1([C:6]2[CH:7]=[C:8]([NH:18][C:19]([NH:31][C:32]3[C:41]4[C:36](=[CH:37][CH:38]=[CH:39][CH:40]=4)[C:35]([O:42][CH:43]4[CH2:48][CH2:47][N:46]([C:49]([C:51]5([CH3:54])[CH2:53][CH2:52]5)=[O:50])[CH2:45][CH2:44]4)=[N:34][CH:33]=3)=[O:20])[N:9]([C:11]3[CH:12]=[CH:13][C:14]([CH3:17])=[CH:15][CH:16]=3)[N:10]=2)[CH2:4][CH2:5]1. (2) Given the reactants [CH3:1][O:2][C:3]1[N:8]=[C:7]([N:9]2[C:13]3=[N:14][CH:15]=[N:16][C:17]([NH:18][N:19]=[CH:20][C:21]4[CH:26]=[CH:25][N:24]=[CH:23][CH:22]=4)=[C:12]3[CH:11]=[N:10]2)[CH:6]=[CH:5][CH:4]=1.N(C1N=CN=C2N([C:38]3[CH:43]=[CH:42][CH:41]=[C:40]([O:44]C)[N:39]=3)N=CC=12)N, predict the reaction product. The product is: [CH3:1][O:2][C:3]1[N:8]=[C:7]([N:9]2[C:13]3=[N:14][CH:15]=[N:16][C:17]([NH:18][N:19]=[CH:20][C:43]4[CH:42]=[CH:41][CH:40]=[N:39][CH:38]=4)=[C:12]3[CH:11]=[N:10]2)[CH:6]=[CH:5][CH:4]=1.[CH:40](=[O:44])[C:22]1[CH:21]=[CH:26][CH:25]=[N:24][CH:23]=1. (3) The product is: [C:39]([C:23]1[CH:24]=[CH:25][C:26]([O:9][CH2:8][C:7]([NH:13][C:14]2[CH:15]=[C:16]([CH:20]=[CH:21][CH:22]=2)[C:17]([NH2:19])=[O:18])=[O:6])=[CH:27][CH:28]=1)([CH3:41])([CH3:42])[CH3:40]. Given the reactants CC1C=CC([O:6][CH2:7][C:8](O)=[O:9])=CC=1.[NH2:13][C:14]1[CH:15]=[C:16]([CH:20]=[CH:21][CH:22]=1)[C:17]([NH2:19])=[O:18].[CH:23]1[CH:24]=[CH:25][C:26]2N(O)N=N[C:27]=2[CH:28]=1.CCN([CH:39]([CH3:41])[CH3:40])C(C)C.[CH2:42](Cl)CCl, predict the reaction product. (4) The product is: [C:1]([CH2:3][C:4]([NH:14][C:15]1[CH:16]=[CH:17][CH:18]=[CH:8][C:7]=1[OH:11])=[O:6])#[N:2]. Given the reactants [C:1]([CH2:3][C:4]([OH:6])=O)#[N:2].[C:7](Cl)(=[O:11])[C:8](Cl)=O.O[NH:14][C:15]1C=C[CH:18]=[CH:17][CH:16]=1, predict the reaction product.